From a dataset of Experimentally validated miRNA-target interactions with 360,000+ pairs, plus equal number of negative samples. Binary Classification. Given a miRNA mature sequence and a target amino acid sequence, predict their likelihood of interaction. (1) The miRNA is hsa-miR-148b-3p with sequence UCAGUGCAUCACAGAACUUUGU. The protein sequence of the target gene is MPRLSLLLPLLLLLLLPLLPPLSPSLGIRDVGGRRPKCGPCRPEGCPAPAPCPAPGISALDECGCCARCLGAEGASCGGRAGGRCGPGLVCASQAAGAAPEGTGLCVCAQRGTVCGSDGRSYPSVCALRLRARHTPRAHPGHLHKARDGPCEFAPVVVVPPRSVHNVTGAQVGLSCEVRAVPTPVITWRKVTKSPEGTQALEELPGDHVNIAVQVRGGPSDHEATAWILINPLRKEDEGVYQCHAANMVGEAESHSTVTVLDLSKYRSFHFPAPDDRM. Result: 1 (interaction). (2) The miRNA is hsa-miR-670-5p with sequence GUCCCUGAGUGUAUGUGGUG. The protein sequence of the target gene is MAAAAAQGGGGGEPRRTEGVGPGVPGEVEMVKGQPFDVGPRYTQLQYIGEGAYGMVSSAYDHVRKTRVAIKKISPFEHQTYCQRTLREIQILLRFRHENVIGIRDILRASTLEAMRDVYIVQDLMETDLYKLLKSQQLSNDHICYFLYQILRGLKYIHSANVLHRDLKPSNLLINTTCDLKICDFGLARIADPEHDHTGFLTEYVATRWYRAPEIMLNSKGYTKSIDIWSVGCILAEMLSNRPIFPGKHYLDQLNHILGILGSPSQEDLNCIINMKARNYLQSLPSKTKVAWAKLFPKSD.... Result: 0 (no interaction). (3) The miRNA is hsa-miR-499b-5p with sequence ACAGACUUGCUGUGAUGUUCA. The protein sequence of the target gene is MNGRVDYLVTEEEINLTRGPSGLGFNIVGGTDQQYVSNDSGIYVSRIKEDGAAAQDGRLQEGDKILSVNGQDLKNLLHQDAVDLFRNAGCAVSLRVQHRLPVQNGPIVHRGEGEPSGVPVAMVLLPVFALTMVAVWAFVRYRKQL. Result: 0 (no interaction). (4) The miRNA is hsa-miR-6779-5p with sequence CUGGGAGGGGCUGGGUUUGGC. The protein sequence of the target gene is MSIVIIEAFYGGSHRQLVELLREELDDCVLYTLPAKKWHWRARTAALYFSQNIPSSEHYRTLFASSVLNLTELAALRPDLGKLKKILYFHENQLVYPVKKYQERDFQYGYNQILSCLVADVVVFNSSFNMESFLTSIGKFLKLIPDHRPKDLESIIRPKCQVIYFPIRFPDVSRFMPKHKIAHLRRMLSLIGDAAASQSVAPCPQPGQRVSEKSPENCESKSDEHPDLDAEQEALDNPSVHKSGSLPVSKENLPLDPSTLLCGAEDPQRPLHITWPHRWEHDKDPETFLKILMSLKQLNL.... Result: 0 (no interaction). (5) The miRNA is cel-miR-36-3p with sequence UCACCGGGUGAAAAUUCGCAUG. The protein sequence of the target gene is MNCRELPLTLWVLISVSTAESCTSRPHITVVEGEPFYLKHCSCSLAHEIETTTKSWYKSSGSQEHVELNPRSSSRIALHDCVLEFWPVELNDTGSYFFQMKNYTQKWKLNVIRRNKHSCFTERQVTSKIVEVKKFFQITCENSYYQTLVNSTSLYKNCKKLLLENNKNPTIKKNAEFEDQGYYSCVHFLHHNGKLFNITKTFNITIVEDRSNIVPVLLGPKLNHVAVELGKNVRLNCSALLNEEDVIYWMFGEENGSDPNIHEEKEMRIMTPEGKWHASKVLRIENIGESNLNVLYNCTV.... Result: 0 (no interaction). (6) The protein sequence of the target gene is MTATAEVETPKMEKSASKEEKQQPKQDSTEQGNADSEEWMSSESDPEQISLKSSDNSKSCQPRDGQLKKKEMHSKPHRQLCRSPCLDRPSFSQSSILQDGKLDLEKEYQAKMEFALKLGYAEEQIQSVLNKLGPESLINDVLAELVRLGNKGDSEGQINLSLLVPRGPSSREIASPELSLEDEIDNSDNLRPVVIDGSNVAMSHGNKEEFSCRGIQLAVDWFLDKGHKDITVFVPAWRKEQSRPDAPITDQDILRKLEKEKILVFTPSRRVQGRRVVCYDDRFIVKLAFDSDGIIVSNDN.... The miRNA is hsa-miR-634 with sequence AACCAGCACCCCAACUUUGGAC. Result: 0 (no interaction). (7) The miRNA is hsa-miR-1295b-3p with sequence AAUAGGCCACGGAUCUGGGCAA. The protein sequence of the target gene is MSSKQEIMDDQRFRRVSKDPRFWEMPEKERKVKIDKRFRAMFHDKKFKLNYAVDKRGRPISHSTTEDLKRFYDLSDSDSDLSDEESKILSQKKAKQKKKQTKKEAKSIEKPIEEKKKETKKTDQKDSINKHDLNNSERVQKMKNSQKPQKIDSEISPKKDNEEFLQNKKKKRGTTDLSVEALPKGKLRTKDSSTSEMVKSSTMSSSKAKREKQSVVPVIMAKDNDGKMPDEDALEEDSDSASELGSDEESEDEIISDGKTSADEDESEEEDEEEEEDSEEEEEEEEEDESDSGPDLARGK.... Result: 0 (no interaction).